Dataset: Full USPTO retrosynthesis dataset with 1.9M reactions from patents (1976-2016). Task: Predict the reactants needed to synthesize the given product. (1) Given the product [CH3:19][O:20][C:21](=[O:24])[CH:22]=[CH:23][C:14](=[C:15]([NH:8][CH2:7][C:6]1[CH:9]=[CH:10][C:3]([O:2][CH3:1])=[CH:4][CH:5]=1)[CH3:16])[C:13]([O:12][CH3:11])=[O:18], predict the reactants needed to synthesize it. The reactants are: [CH3:1][O:2][C:3]1[CH:10]=[CH:9][C:6]([CH2:7][NH2:8])=[CH:5][CH:4]=1.[CH3:11][O:12][C:13](=[O:18])[CH2:14][C:15](=O)[CH3:16].[CH3:19][O:20][C:21](=[O:24])[C:22]#[CH:23]. (2) Given the product [C:1]([C:3]1[N:7]([CH:8]2[CH2:13][CH2:12][N:11]([C:14]([O:16][CH:17]([CH3:19])[CH3:18])=[O:15])[CH2:10][CH2:9]2)[N:6]=[CH:5][C:4]=1[CH2:20][O:21][C:30]1[CH:29]=[CH:28][C:27]([F:26])=[CH:32][C:31]=1[F:33])#[N:2], predict the reactants needed to synthesize it. The reactants are: [C:1]([C:3]1[N:7]([CH:8]2[CH2:13][CH2:12][N:11]([C:14]([O:16][CH:17]([CH3:19])[CH3:18])=[O:15])[CH2:10][CH2:9]2)[N:6]=[CH:5][C:4]=1[CH2:20][O:21]S(C)(=O)=O)#[N:2].[F:26][C:27]1[CH:32]=[C:31]([F:33])[CH:30]=[CH:29][C:28]=1O.C(=O)([O-])[O-].[Cs+].[Cs+]. (3) The reactants are: [NH2:1][C:2]1[CH:7]=[C:6]([F:8])[C:5]([Cl:9])=[CH:4][C:3]=1[C:10]([C:12]1[CH:17]=[CH:16][CH:15]=[CH:14][CH:13]=1)=O.[CH:18]1([C:23](=O)[CH2:24][C:25]#[N:26])[CH2:22][CH2:21][CH2:20][CH2:19]1. Given the product [Cl:9][C:5]1[CH:4]=[C:3]2[C:2](=[CH:7][C:6]=1[F:8])[N:1]=[C:23]([CH:18]1[CH2:22][CH2:21][CH2:20][CH2:19]1)[C:24]([C:25]#[N:26])=[C:10]2[C:12]1[CH:17]=[CH:16][CH:15]=[CH:14][CH:13]=1, predict the reactants needed to synthesize it. (4) Given the product [OH:8][C:9]1[CH:10]=[C:11]([CH:44]=[CH:45][C:46]=1[OH:47])[CH2:12][NH:13][C:14](=[O:43])[CH2:15][CH2:16][C:17]([NH:19][CH2:20][C:21]1[CH:26]=[CH:25][C:24]([OH:27])=[C:23]([OH:35])[CH:22]=1)=[O:18], predict the reactants needed to synthesize it. The reactants are: C([O:8][C:9]1[CH:10]=[C:11]([CH:44]=[CH:45][C:46]=1[O:47]CC1C=CC=CC=1)[CH2:12][NH:13][C:14](=[O:43])[CH2:15][CH2:16][C:17]([NH:19][CH2:20][C:21]1[CH:26]=[CH:25][C:24]([O:27]CC2C=CC=CC=2)=[C:23]([O:35]CC2C=CC=CC=2)[CH:22]=1)=[O:18])C1C=CC=CC=1.[H][H]. (5) Given the product [N:1]1[CH:6]=[CH:5][CH:4]=[C:3]([N:7]2[CH:11]=[C:10]([N:12]3[CH2:17][CH2:16][CH2:15][CH2:14][C:13]3=[O:18])[CH:9]=[N:8]2)[CH:2]=1, predict the reactants needed to synthesize it. The reactants are: [N:1]1[CH:6]=[CH:5][CH:4]=[C:3]([N:7]2[CH:11]=[C:10]([N:12]3[CH2:17][CH2:16][CH:15]=[CH:14][C:13]3=[O:18])[CH:9]=[N:8]2)[CH:2]=1.[H][H]. (6) Given the product [NH2:20][C:8]([NH:4][N:3]1[CH2:2][CH2:6][O:30][CH2:29][CH2:28]1)=[N:9][S:10]([C:13]1[CH:14]=[CH:15][C:16]([Cl:19])=[CH:17][CH:18]=1)(=[O:11])=[O:12], predict the reactants needed to synthesize it. The reactants are: C[C:2]1[CH:6]=C(C)[N:4]([C:8](=[NH:20])[NH:9][S:10]([C:13]2[CH:18]=[CH:17][C:16]([Cl:19])=[CH:15][CH:14]=2)(=[O:12])=[O:11])[N:3]=1.CS(O)(=O)=O.NN1CC[O:30][CH2:29][CH2:28]1. (7) Given the product [CH:1]([C:4]1[C:5]2[C:16](=[O:18])[C:15]3[N:14]([CH3:19])[N:13]=[CH:12][C:11]=3[NH:10][C:6]=2[CH:7]=[CH:8][CH:9]=1)([CH3:2])[CH3:3], predict the reactants needed to synthesize it. The reactants are: [CH:1]([C:4]1[CH:5]=[C:6]([NH:10][C:11]2[CH:12]=[N:13][N:14]([CH3:19])[C:15]=2[C:16]([OH:18])=O)[CH:7]=[CH:8][CH:9]=1)([CH3:3])[CH3:2].FC1C=C(NC2C=NN(C)C=2C(O)=O)C=CC=1.